This data is from Forward reaction prediction with 1.9M reactions from USPTO patents (1976-2016). The task is: Predict the product of the given reaction. (1) Given the reactants C[Li].COCN[C:7]([C:9]1[CH:14]=[CH:13][C:12]([O:15][CH2:16][C:17]2[CH:22]=[CH:21][CH:20]=[CH:19][CH:18]=2)=[CH:11][N:10]=1)=[O:8].O.[C:24](OCC)(=O)C, predict the reaction product. The product is: [CH2:16]([O:15][C:12]1[CH:13]=[CH:14][C:9]([C:7](=[O:8])[CH3:24])=[N:10][CH:11]=1)[C:17]1[CH:18]=[CH:19][CH:20]=[CH:21][CH:22]=1. (2) The product is: [C:1]1([C:26]2[CH:31]=[CH:30][CH:29]=[CH:28][CH:27]=2)[CH:2]=[CH:3][C:4]([CH2:7][CH2:8][C:9]([C:11]2[O:15][C:14]([C:16]3[N:21]=[C:20]([C:22]([OH:24])=[O:23])[CH:19]=[CH:18][CH:17]=3)=[N:13][N:12]=2)=[O:10])=[CH:5][CH:6]=1. Given the reactants [C:1]1([C:26]2[CH:31]=[CH:30][CH:29]=[CH:28][CH:27]=2)[CH:6]=[CH:5][C:4]([CH2:7][CH2:8][C:9]([C:11]2[O:15][C:14]([C:16]3[N:21]=[C:20]([C:22]([O:24]C)=[O:23])[CH:19]=[CH:18][CH:17]=3)=[N:13][N:12]=2)=[O:10])=[CH:3][CH:2]=1, predict the reaction product. (3) Given the reactants O[C:2]1[CH:7]=[CH:6][N:5]2[N:8]=[CH:9][CH:10]=[C:4]2[N:3]=1.P(Cl)(Cl)([Cl:13])=O, predict the reaction product. The product is: [Cl:13][C:2]1[CH:7]=[CH:6][N:5]2[N:8]=[CH:9][CH:10]=[C:4]2[N:3]=1. (4) Given the reactants [C:1]1([C:25]2[CH:30]=[CH:29][CH:28]=[CH:27][CH:26]=2)[CH:6]=[CH:5][C:4]([C:7]2[C:23]([F:24])=[CH:22][C:10]3[NH:11][C:12]([O:14][C:15]4[CH:20]=[CH:19][CH:18]=[C:17](Br)[CH:16]=4)=[N:13][C:9]=3[CH:8]=2)=[CH:3][CH:2]=1.C(N(CC)CC)C.C([SiH](CC)CC)C.[CH:45]([O:48][P:49]([O-:54])[O:50][CH:51]([CH3:53])[CH3:52])([CH3:47])[CH3:46], predict the reaction product. The product is: [CH:45]([O:48][P:49]([C:17]1[CH:18]=[CH:19][CH:20]=[C:15]([O:14][C:12]2[NH:11][C:10]3[CH:22]=[C:23]([F:24])[C:7]([C:4]4[CH:5]=[CH:6][C:1]([C:25]5[CH:26]=[CH:27][CH:28]=[CH:29][CH:30]=5)=[CH:2][CH:3]=4)=[CH:8][C:9]=3[N:13]=2)[CH:16]=1)(=[O:54])[O:50][CH:51]([CH3:53])[CH3:52])([CH3:47])[CH3:46]. (5) Given the reactants [CH:1](=[C:8]1[CH2:12][N:11]([C:13]([O:15]C(C)(C)C)=O)[C@H:10]([C:20]([OH:22])=O)[CH2:9]1)[C:2]1[CH:7]=[CH:6][CH:5]=[CH:4][CH:3]=1.[C:23](Cl)(=O)C.[NH2:27][CH:28]1[CH2:31][N:30]([C:32]([O:34][C:35]([CH3:38])([CH3:37])[CH3:36])=[O:33])[CH2:29]1, predict the reaction product. The product is: [C:13]([N:11]1[CH2:12][C:8](=[CH:1][C:2]2[CH:3]=[CH:4][CH:5]=[CH:6][CH:7]=2)[CH2:9][C@H:10]1[C:20]([NH:27][CH:28]1[CH2:29][N:30]([C:32]([O:34][C:35]([CH3:38])([CH3:37])[CH3:36])=[O:33])[CH2:31]1)=[O:22])(=[O:15])[CH3:23]. (6) Given the reactants [Cl:1][C:2]1[C:7]([F:8])=[C:6](Cl)[N:5]=[CH:4][N:3]=1.[CH2:10]([Sn](CCCC)(CCCC)C=C)[CH2:11]CC.[F-].[K+], predict the reaction product. The product is: [Cl:1][C:2]1[C:7]([F:8])=[C:6]([CH:10]=[CH2:11])[N:5]=[CH:4][N:3]=1.